Task: Regression. Given two drug SMILES strings and cell line genomic features, predict the synergy score measuring deviation from expected non-interaction effect.. Dataset: NCI-60 drug combinations with 297,098 pairs across 59 cell lines (1) Drug 1: C1CC(C1)(C(=O)O)C(=O)O.[NH2-].[NH2-].[Pt+2]. Drug 2: C1C(C(OC1N2C=NC3=C2NC=NCC3O)CO)O. Cell line: NCI-H322M. Synergy scores: CSS=-4.05, Synergy_ZIP=1.80, Synergy_Bliss=0.00578, Synergy_Loewe=-3.06, Synergy_HSA=-3.07. (2) Drug 1: CC1=CC2C(CCC3(C2CCC3(C(=O)C)OC(=O)C)C)C4(C1=CC(=O)CC4)C. Drug 2: CCN(CC)CCNC(=O)C1=C(NC(=C1C)C=C2C3=C(C=CC(=C3)F)NC2=O)C. Cell line: SK-MEL-5. Synergy scores: CSS=-10.0, Synergy_ZIP=9.74, Synergy_Bliss=5.33, Synergy_Loewe=-3.48, Synergy_HSA=-5.66. (3) Drug 1: CC1CCC2CC(C(=CC=CC=CC(CC(C(=O)C(C(C(=CC(C(=O)CC(OC(=O)C3CCCCN3C(=O)C(=O)C1(O2)O)C(C)CC4CCC(C(C4)OC)OCCO)C)C)O)OC)C)C)C)OC. Drug 2: COC1=C2C(=CC3=C1OC=C3)C=CC(=O)O2. Cell line: SF-539. Synergy scores: CSS=5.28, Synergy_ZIP=-5.75, Synergy_Bliss=-3.51, Synergy_Loewe=-14.2, Synergy_HSA=-2.36. (4) Drug 1: CC1=CC2C(CCC3(C2CCC3(C(=O)C)OC(=O)C)C)C4(C1=CC(=O)CC4)C. Drug 2: CC1CCC2CC(C(=CC=CC=CC(CC(C(=O)C(C(C(=CC(C(=O)CC(OC(=O)C3CCCCN3C(=O)C(=O)C1(O2)O)C(C)CC4CCC(C(C4)OC)O)C)C)O)OC)C)C)C)OC. Cell line: M14. Synergy scores: CSS=9.79, Synergy_ZIP=-0.676, Synergy_Bliss=-0.477, Synergy_Loewe=-13.2, Synergy_HSA=-3.02. (5) Drug 1: CC1=CC2C(CCC3(C2CCC3(C(=O)C)OC(=O)C)C)C4(C1=CC(=O)CC4)C. Drug 2: CC1C(C(CC(O1)OC2CC(CC3=C2C(=C4C(=C3O)C(=O)C5=CC=CC=C5C4=O)O)(C(=O)C)O)N)O. Cell line: MDA-MB-231. Synergy scores: CSS=48.1, Synergy_ZIP=-3.17, Synergy_Bliss=0.448, Synergy_Loewe=-0.429, Synergy_HSA=3.43.